Predict the reactants needed to synthesize the given product. From a dataset of Full USPTO retrosynthesis dataset with 1.9M reactions from patents (1976-2016). (1) Given the product [CH2:28]([N:20]1[CH2:21][CH2:22][CH2:23][CH:18]([CH2:17][CH2:16][N:13]2[C:12]([O:24][CH3:25])=[N:11][C:10]3[C:14]2=[N:15][C:7]([O:6][C@@H:2]([CH3:1])[CH2:3][CH2:4][CH3:5])=[N:8][C:9]=3[NH2:26])[CH2:19]1)[CH3:29], predict the reactants needed to synthesize it. The reactants are: [CH3:1][C@H:2]([O:6][C:7]1[N:15]=[C:14]2[C:10]([N:11]=[C:12]([O:24][CH3:25])[N:13]2[CH2:16][CH2:17][CH:18]2[CH2:23][CH2:22][CH2:21][NH:20][CH2:19]2)=[C:9]([NH2:26])[N:8]=1)[CH2:3][CH2:4][CH3:5].I[CH2:28][CH3:29].C(N(CC)CC)C. (2) Given the product [Cl:20][C:21]1[CH:22]=[C:23]([C:2]2[C:7]3[N:8]=[C:9]([NH2:11])[S:10][C:6]=3[CH:5]=[C:4]([CH3:19])[CH:3]=2)[CH:24]=[CH:25][C:26]=1[F:27], predict the reactants needed to synthesize it. The reactants are: Br[C:2]1[C:7]2[N:8]=[C:9]([NH:11]C(=O)OC(C)(C)C)[S:10][C:6]=2[CH:5]=[C:4]([CH3:19])[CH:3]=1.[Cl:20][C:21]1[CH:22]=[C:23](B(O)O)[CH:24]=[CH:25][C:26]=1[F:27].C1(P(C2C=CC=CC=2)C2C=CC=CC=2)C=CC=CC=1.C(=O)([O-])[O-].[Na+].[Na+]. (3) Given the product [O:1]=[CH:2][CH2:3][NH:4][C:5](=[O:11])[O:6][C:7]([CH3:9])([CH3:8])[CH3:10], predict the reactants needed to synthesize it. The reactants are: [OH:1][CH2:2][CH2:3][NH:4][C:5](=[O:11])[O:6][C:7]([CH3:10])([CH3:9])[CH3:8].C(N(CC)CC)C.Cl. (4) Given the product [C:30]([O:29][C:27](=[O:28])[CH2:26][C:10]1([C:14]([O:16][CH2:17][C:18]2[CH:19]=[CH:20][C:21]([O:24][CH3:25])=[CH:22][CH:23]=2)=[O:15])[CH:11]([CH3:13])[CH2:12][N:8]([C:35]([O:37][CH2:38][C:39]2[CH:44]=[CH:43][CH:42]=[CH:41][CH:40]=2)=[O:36])[CH2:9]1)([CH3:33])([CH3:31])[CH3:32], predict the reactants needed to synthesize it. The reactants are: C([N:8]1[CH2:12][CH:11]([CH3:13])[C:10]([CH2:26][C:27]([O:29][C:30]([CH3:33])([CH3:32])[CH3:31])=[O:28])([C:14]([O:16][CH2:17][C:18]2[CH:23]=[CH:22][C:21]([O:24][CH3:25])=[CH:20][CH:19]=2)=[O:15])[CH2:9]1)C1C=CC=CC=1.Cl[C:35]([O:37][CH2:38][C:39]1[CH:44]=[CH:43][CH:42]=[CH:41][CH:40]=1)=[O:36]. (5) Given the product [CH2:19]([N:16]([CH2:17][CH3:18])[C:14]([C:13]1[CH:21]=[CH:22][C:10]([C:9](=[C:23]2[CH2:28][CH2:27][N:26]([CH2:29][C:30]3[CH:31]=[CH:32][CH:33]=[CH:34][CH:35]=3)[CH2:25][CH2:24]2)[C:6]2[CH:7]=[CH:8][C:3]([C:1]([NH2:2])=[O:36])=[CH:4][CH:5]=2)=[CH:11][CH:12]=1)=[O:15])[CH3:20], predict the reactants needed to synthesize it. The reactants are: [C:1]([C:3]1[CH:8]=[CH:7][C:6]([C:9](=[C:23]2[CH2:28][CH2:27][N:26]([CH2:29][C:30]3[CH:35]=[CH:34][CH:33]=[CH:32][CH:31]=3)[CH2:25][CH2:24]2)[C:10]2[CH:22]=[CH:21][C:13]([C:14]([N:16]([CH2:19][CH3:20])[CH2:17][CH3:18])=[O:15])=[CH:12][CH:11]=2)=[CH:5][CH:4]=1)#[N:2].[OH-:36].[K+]. (6) Given the product [CH2:32]([C:34]1[C:42]2[C:37](=[CH:38][CH:39]=[CH:40][C:41]=2[NH:43][C:10]([C:3]2[N:4]3[CH:9]=[CH:8][CH:7]=[CH:6][C:5]3=[N:1][CH:2]=2)=[O:12])[N:36]([CH2:44][C:45]2[CH:49]=[CH:48][N:47]([CH3:50])[N:46]=2)[N:35]=1)[CH3:33], predict the reactants needed to synthesize it. The reactants are: [N:1]1[CH:2]=[C:3]([C:10]([OH:12])=O)[N:4]2[CH:9]=[CH:8][CH:7]=[CH:6][C:5]=12.ClC1C=C(Cl)C=C(Cl)C=1C(Cl)=O.C(N(CC)CC)C.[CH2:32]([C:34]1[C:42]2[C:41]([NH2:43])=[CH:40][CH:39]=[CH:38][C:37]=2[N:36]([CH2:44][C:45]2[CH:49]=[CH:48][N:47]([CH3:50])[N:46]=2)[N:35]=1)[CH3:33]. (7) Given the product [F:1][C:2]1[CH:7]=[CH:6][C:5]([C:8]2[N:12]=[N:11][N:10]([CH3:13])[C:9]=2/[CH:14]=[CH:15]/[C:16]2[CH:24]=[CH:23][C:19]([C:20]([NH:33][CH:34]([CH3:39])[CH3:35])=[O:21])=[CH:18][N:17]=2)=[CH:4][CH:3]=1, predict the reactants needed to synthesize it. The reactants are: [F:1][C:2]1[CH:7]=[CH:6][C:5]([C:8]2[N:12]=[N:11][N:10]([CH3:13])[C:9]=2/[CH:14]=[CH:15]/[C:16]2[CH:24]=[CH:23][C:19]([C:20](O)=[O:21])=[CH:18][N:17]=2)=[CH:4][CH:3]=1.CN(C(O[N:33]1N=N[C:35]2C=CC=[CH:39][C:34]1=2)=[N+](C)C)C.[B-](F)(F)(F)F.CCN(C(C)C)C(C)C.C(N)(C)C.